This data is from Reaction yield outcomes from USPTO patents with 853,638 reactions. The task is: Predict the reaction yield, written as a fraction of the theoretical maximum amount of product (1.0 means a 100% yield; for example, 0.34 means a 34% yield). (1) The reactants are [N+:1]([C:4]1[CH:5]=[N:6][CH:7]=[CH:8][C:9]=1[O:10][CH:11]1[CH2:14][O:13][CH2:12]1)([O-])=O. The catalyst is CO.[Pd]. The product is [O:13]1[CH2:12][CH:11]([O:10][C:9]2[CH:8]=[CH:7][N:6]=[CH:5][C:4]=2[NH2:1])[CH2:14]1. The yield is 0.977. (2) The reactants are [CH3:1][O:2][C:3](=[O:32])[C:4]1[CH:9]=[CH:8][C:7]([CH2:10][N:11]2[CH:15]=[C:14]([C:16]3[CH:21]=[CH:20][C:19]([Cl:22])=[CH:18][C:17]=3[Cl:23])[N:13]=[C:12]2[CH2:24][C:25]2[CH:30]=[CH:29][C:28](Br)=[CH:27][CH:26]=2)=[CH:6][CH:5]=1.[OH:33][C:34]1[CH:39]=[CH:38][C:37](B(O)O)=[CH:36][CH:35]=1. No catalyst specified. The product is [CH3:1][O:2][C:3](=[O:32])[C:4]1[CH:9]=[CH:8][C:7]([CH2:10][N:11]2[CH:15]=[C:14]([C:16]3[CH:21]=[CH:20][C:19]([Cl:22])=[CH:18][C:17]=3[Cl:23])[N:13]=[C:12]2[CH2:24][C:25]2[CH:30]=[CH:29][C:28]([C:37]3[CH:38]=[CH:39][C:34]([OH:33])=[CH:35][CH:36]=3)=[CH:27][CH:26]=2)=[CH:6][CH:5]=1. The yield is 0.770.